From a dataset of Reaction yield outcomes from USPTO patents with 853,638 reactions. Predict the reaction yield, written as a fraction of the theoretical maximum amount of product (1.0 means a 100% yield; for example, 0.34 means a 34% yield). (1) The reactants are [CH3:1][C:2]([NH:4][C:5]1[CH:10]=[CH:9][C:8](Br)=[CH:7][CH:6]=1)=[O:3].C[C:13]([CH3:16])([O-])[CH3:14].[Na+]. The catalyst is C1C=CC(/C=C/C(/C=C/C2C=CC=CC=2)=O)=CC=1.C1C=CC(/C=C/C(/C=C/C2C=CC=CC=2)=O)=CC=1.C1C=CC(/C=C/C(/C=C/C2C=CC=CC=2)=O)=CC=1.[Pd].[Pd].C1(P(C2CCCCC2)C2C=CC=CC=2C2C(C(C)C)=CC(C(C)C)=CC=2C(C)C)CCCCC1. The product is [CH2:5]([NH:4][C:8]1[CH:9]=[CH:10][C:5]([NH:4][C:2](=[O:3])[CH3:1])=[CH:6][CH:7]=1)[CH2:6][CH2:7][CH2:14][CH2:13][CH3:16]. The yield is 0.810. (2) The reactants are [CH3:1][N:2]([CH2:4][C:5]1[N:14]=[C:13](O)[C:12]2[CH2:11][C:10]([CH3:17])([CH3:16])[CH2:9][CH2:8][C:7]=2[N:6]=1)[CH3:3].O=P(Cl)(Cl)[Cl:20]. The catalyst is C(Cl)(Cl)Cl. The product is [Cl:20][C:13]1[C:12]2[CH2:11][C:10]([CH3:17])([CH3:16])[CH2:9][CH2:8][C:7]=2[N:6]=[C:5]([CH2:4][N:2]([CH3:3])[CH3:1])[N:14]=1. The yield is 0.480. (3) The reactants are [CH3:1][O:2][CH2:3][C:4]([NH:6][C:7]1[CH:8]=[C:9]2[C:13](=[CH:14][CH:15]=1)[CH2:12][CH2:11][CH2:10]2)=[O:5].C(O)(=O)C.[Br:20]Br. The catalyst is O. The product is [CH3:1][O:2][CH2:3][C:4]([NH:6][C:7]1[CH:8]=[C:9]2[C:13](=[CH:14][C:15]=1[Br:20])[CH2:12][CH2:11][CH2:10]2)=[O:5]. The yield is 0.910. (4) The reactants are [CH:1]1[C:10]2[CH2:9][CH2:8][CH2:7][CH2:6][C:5]=2[CH:4]=[CH:3][N:2]=1.[NH2-:11].[Na+].[OH-].[Na+]. The catalyst is CN(C=O)C. The product is [C:1]1([NH2:11])[C:10]2[CH2:9][CH2:8][CH2:7][CH2:6][C:5]=2[CH:4]=[CH:3][N:2]=1. The yield is 0.460. (5) The reactants are [C:1]([C:4]1[CH:5]=[C:6]([NH:10][C:11](=[O:22])[C:12]2[CH:17]=[CH:16][CH:15]=[C:14]([C:18]([F:21])([F:20])[F:19])[CH:13]=2)[CH:7]=[CH:8][CH:9]=1)(=[O:3])[CH3:2].[CH3:23][N:24]([CH:26](OC)OC)[CH3:25]. No catalyst specified. The product is [CH3:23][N:24]([CH3:26])[CH:25]=[CH:2][C:1]([C:4]1[CH:5]=[C:6]([NH:10][C:11](=[O:22])[C:12]2[CH:17]=[CH:16][CH:15]=[C:14]([C:18]([F:19])([F:21])[F:20])[CH:13]=2)[CH:7]=[CH:8][CH:9]=1)=[O:3]. The yield is 0.757. (6) The reactants are [CH:1](=[C:8]([C:14]([O:16][CH2:17][CH3:18])=[O:15])C(OCC)=O)[C:2]1[CH:7]=[CH:6][CH:5]=[CH:4][CH:3]=1.[C-:19]#[N:20].[K+]. The catalyst is CCO.O. The product is [C:19]([CH:1]([C:2]1[CH:3]=[CH:4][CH:5]=[CH:6][CH:7]=1)[CH2:8][C:14]([O:16][CH2:17][CH3:18])=[O:15])#[N:20]. The yield is 0.830. (7) The reactants are [N+:1]([C:4]1[CH:9]=[CH:8][C:7]([C:10]2[CH2:11][CH2:12][S:13](=[O:17])(=[O:16])[CH2:14][CH:15]=2)=[CH:6][CH:5]=1)([O-])=O. The catalyst is CO.[Pd]. The product is [O:16]=[S:13]1(=[O:17])[CH2:14][CH2:15][CH:10]([C:7]2[CH:8]=[CH:9][C:4]([NH2:1])=[CH:5][CH:6]=2)[CH2:11][CH2:12]1. The yield is 0.700. (8) The reactants are [Cl:1][C:2]1[CH:3]=[C:4]([C:32]2[CH:37]=[CH:36][CH:35]=[CH:34][CH:33]=2)[C:5]2[N:9]=[C:8]([C:10]3([C:23]#[N:24])[CH2:15][CH2:14][N:13](C(OC(C)(C)C)=O)[CH2:12][CH2:11]3)[N:7](S(=O)(=O)N(C)C)[C:6]=2[CH:31]=1.Cl. The catalyst is O1CCOCC1. The product is [Cl:1][C:2]1[CH:3]=[C:4]([C:32]2[CH:37]=[CH:36][CH:35]=[CH:34][CH:33]=2)[C:5]2[N:9]=[C:8]([C:10]3([C:23]#[N:24])[CH2:15][CH2:14][NH:13][CH2:12][CH2:11]3)[NH:7][C:6]=2[CH:31]=1. The yield is 0.980. (9) The reactants are FC(F)(F)C(O)=O.[CH3:8][O:9][CH2:10][C:11]1([C:42]([O:44]C(C)(C)C)=[O:43])[CH2:16][CH2:15][CH:14]([O:17][C:18]2[CH:23]=[CH:22][C:21]([NH:24][C:25]([C:27]3[O:28][C:29]([NH:32][C:33]4[CH:38]=[C:37]([F:39])[C:36]([F:40])=[CH:35][C:34]=4[F:41])=[N:30][N:31]=3)=[O:26])=[CH:20][N:19]=2)[CH2:13][CH2:12]1. No catalyst specified. The product is [CH3:8][O:9][CH2:10][C:11]1([C:42]([OH:44])=[O:43])[CH2:16][CH2:15][CH:14]([O:17][C:18]2[CH:23]=[CH:22][C:21]([NH:24][C:25]([C:27]3[O:28][C:29]([NH:32][C:33]4[CH:38]=[C:37]([F:39])[C:36]([F:40])=[CH:35][C:34]=4[F:41])=[N:30][N:31]=3)=[O:26])=[CH:20][N:19]=2)[CH2:13][CH2:12]1. The yield is 0.0350. (10) The reactants are [N+:1]([C:4]1[CH:9]=[CH:8][C:7]([C:10]2[N:11]=[CH:12][NH:13][CH:14]=2)=[CH:6][CH:5]=1)([O-:3])=[O:2].Br[CH2:16][C:17]([O:19][C:20]([CH3:23])([CH3:22])[CH3:21])=[O:18].C(=O)([O-])[O-].[K+].[K+]. The catalyst is CN(C=O)C. The product is [N+:1]([C:4]1[CH:5]=[CH:6][C:7]([C:10]2[N:11]=[CH:12][N:13]([CH2:16][C:17]([O:19][C:20]([CH3:23])([CH3:22])[CH3:21])=[O:18])[CH:14]=2)=[CH:8][CH:9]=1)([O-:3])=[O:2]. The yield is 0.540.